This data is from Forward reaction prediction with 1.9M reactions from USPTO patents (1976-2016). The task is: Predict the product of the given reaction. (1) Given the reactants [OH:1][C:2]1[CH:3]=[C:4]([C:12]([O:14][CH3:15])=[O:13])[CH:5]=[C:6]([CH:11]=1)[C:7]([O:9][CH3:10])=[O:8].CC1C=CC(S(O[CH2:27][C:28]2([CH3:32])[CH2:31][O:30][CH2:29]2)(=O)=O)=CC=1.C(=O)([O-])[O-].[K+].[K+], predict the reaction product. The product is: [CH3:27][C:28]1([CH2:32][O:1][C:2]2[CH:11]=[C:6]([C:7]([O:9][CH3:10])=[O:8])[CH:5]=[C:4]([CH:3]=2)[C:12]([O:14][CH3:15])=[O:13])[CH2:31][O:30][CH2:29]1. (2) Given the reactants C(O)(C(F)(F)F)=O.[S:8]1[C:12]2[CH:13]=[C:14]([NH:17][CH2:18][CH2:19][C:20]3[CH:25]=[CH:24][C:23]([C:26]([F:29])([F:28])[F:27])=[CH:22][CH:21]=3)[CH:15]=[CH:16][C:11]=2[N:10]=[CH:9]1.[CH3:30][O:31][C:32]1[CH:37]=[CH:36][CH:35]=[CH:34][C:33]=1[CH2:38][C:39](O)=[O:40], predict the reaction product. The product is: [S:8]1[C:12]2[CH:13]=[C:14]([N:17]([CH2:18][CH2:19][C:20]3[CH:25]=[CH:24][C:23]([C:26]([F:27])([F:28])[F:29])=[CH:22][CH:21]=3)[C:39](=[O:40])[CH2:38][C:33]3[CH:34]=[CH:35][CH:36]=[CH:37][C:32]=3[O:31][CH3:30])[CH:15]=[CH:16][C:11]=2[N:10]=[CH:9]1.